This data is from Forward reaction prediction with 1.9M reactions from USPTO patents (1976-2016). The task is: Predict the product of the given reaction. (1) Given the reactants [F:1][C:2]1[CH:3]=[C:4]([CH:6]=[CH:7][CH:8]=1)[NH2:5].[N-:9]([C:12]#[N:13])[C:10]#[N:11].[Na+], predict the reaction product. The product is: [C:10]([N:9]=[C:12]([NH2:13])[NH:5][C:4]1[CH:6]=[CH:7][CH:8]=[C:2]([F:1])[CH:3]=1)#[N:11]. (2) Given the reactants [Cl:1][C:2]1[CH:7]=[CH:6][C:5]([NH:8][C:9]([NH:11][C:12]2[CH:27]=[CH:26][C:15]([O:16][C:17]3[CH:22]=[CH:21][N:20]=[C:19]([C:23](=[S:25])[NH2:24])[CH:18]=3)=[CH:14][CH:13]=2)=[O:10])=[CH:4][C:3]=1[C:28]([F:31])([F:30])[F:29].Cl[CH2:33][C:34](Cl)=O.[CH2:37](OCC)C, predict the reaction product. The product is: [Cl:1][C:2]1[CH:7]=[CH:6][C:5]([NH:8][C:9]([NH:11][C:12]2[CH:13]=[CH:14][C:15]([O:16][C:17]3[CH:22]=[CH:21][N:20]=[C:19]([C:23]4[S:25][CH:37]=[C:33]([CH3:34])[N:24]=4)[CH:18]=3)=[CH:26][CH:27]=2)=[O:10])=[CH:4][C:3]=1[C:28]([F:31])([F:30])[F:29]. (3) Given the reactants Br[C:2]1[CH:3]=[C:4](/[CH:8]=[CH:9]/[C:10]2[CH:19]=[CH:18][C:17]3[C:12](=[CH:13][C:14]([Cl:20])=[CH:15][CH:16]=3)[N:11]=2)[CH:5]=[CH:6][CH:7]=1.[CH:21]([C:23]1[CH:28]=[CH:27][CH:26]=[CH:25][C:24]=1B(O)O)=[O:22], predict the reaction product. The product is: [Cl:20][C:14]1[CH:13]=[C:12]2[C:17]([CH:18]=[CH:19][C:10](/[CH:9]=[CH:8]/[C:4]3[CH:3]=[C:2]([C:24]4[CH:25]=[CH:26][CH:27]=[CH:28][C:23]=4[CH:21]=[O:22])[CH:7]=[CH:6][CH:5]=3)=[N:11]2)=[CH:16][CH:15]=1. (4) Given the reactants Cl[C:2]1[N:11]=[CH:10][C:9]2[N:8]([CH3:12])[C:7](=[O:13])[C@@H:6]([CH2:14][CH3:15])[N:5]([CH:16]([CH3:18])[CH3:17])[C:4]=2[N:3]=1.[Cl:19][C:20]1[CH:21]=[C:22]([C:27]2[NH:28][CH:29]=[CH:30][N:31]=2)[CH:23]=[C:24]([Cl:26])[CH:25]=1.C1C=CC(P(C2C(C3C(P(C4C=CC=CC=4)C4C=CC=CC=4)=CC=C4C=3C=CC=C4)=C3C(C=CC=C3)=CC=2)C2C=CC=CC=2)=CC=1.C([O-])([O-])=O.[Cs+].[Cs+], predict the reaction product. The product is: [Cl:26][C:24]1[CH:23]=[C:22]([C:27]2[N:31]([C:2]3[N:11]=[CH:10][C:9]4[N:8]([CH3:12])[C:7](=[O:13])[C@@H:6]([CH2:14][CH3:15])[N:5]([CH:16]([CH3:18])[CH3:17])[C:4]=4[N:3]=3)[CH:30]=[CH:29][N:28]=2)[CH:21]=[C:20]([Cl:19])[CH:25]=1.